This data is from Forward reaction prediction with 1.9M reactions from USPTO patents (1976-2016). The task is: Predict the product of the given reaction. (1) The product is: [CH3:5][C:6]([C:10]1[N:11]=[CH:12][C:13]([C:16]2[N:17]=[N:18][C:19]([C:22]([F:25])([F:24])[F:23])=[CH:20][CH:21]=2)=[CH:14][CH:15]=1)([C:26]1[CH:27]=[CH:28][C:29]([C:32]2[CH:37]=[N:36][CH:35]=[C:34]([O:38][CH2:3][S:2][CH3:1])[CH:33]=2)=[CH:30][CH:31]=1)[CH:7]([CH3:9])[CH3:8]. Given the reactants [CH3:1][S:2][CH2:3]Cl.[CH3:5][C:6]([C:26]1[CH:31]=[CH:30][C:29]([C:32]2[CH:33]=[C:34]([OH:38])[CH:35]=[N:36][CH:37]=2)=[CH:28][CH:27]=1)([C:10]1[CH:15]=[CH:14][C:13]([C:16]2[N:17]=[N:18][C:19]([C:22]([F:25])([F:24])[F:23])=[CH:20][CH:21]=2)=[CH:12][N:11]=1)[CH:7]([CH3:9])[CH3:8].C(=O)([O-])[O-].[Cs+].[Cs+].OS([O-])(=O)=O.[Na+], predict the reaction product. (2) Given the reactants O=[C:2]1[C:11]2[C:6](=[CH:7][CH:8]=[C:9]([C:12]([F:15])([F:14])[F:13])[CH:10]=2)[N:5]([C:16]([O:18][C:19]([CH3:22])([CH3:21])[CH3:20])=[O:17])[CH2:4][CH2:3]1.C([O-])(=O)C.[NH4+].C([BH3-])#[N:29].[Na+], predict the reaction product. The product is: [NH2:29][CH:2]1[C:11]2[C:6](=[CH:7][CH:8]=[C:9]([C:12]([F:15])([F:14])[F:13])[CH:10]=2)[N:5]([C:16]([O:18][C:19]([CH3:22])([CH3:21])[CH3:20])=[O:17])[CH2:4][CH2:3]1. (3) Given the reactants C(NC(C)C)(C)C.C([Li])CCC.[C:13](#[N:15])[CH3:14].[CH3:16][C:17]1([CH3:24])[CH2:22][CH2:21][CH2:20][O:19][C:18]1=[O:23], predict the reaction product. The product is: [OH:19][CH2:20][CH2:21][CH2:22][C:17]([CH3:24])([CH3:16])[C:18](=[O:23])[CH2:14][C:13]#[N:15]. (4) Given the reactants [C:1]([O:5][C:6](=[O:27])[NH:7][CH:8]1[CH2:17][CH2:16][C:15]2[C:10](=[CH:11][C:12]([CH2:18][NH2:19])=[CH:13][CH:14]=2)[CH:9]1[CH2:20][C:21]1[CH:26]=[CH:25][CH:24]=[CH:23][CH:22]=1)([CH3:4])([CH3:3])[CH3:2].[F:28][CH2:29][CH2:30][CH2:31][S:32](Cl)(=[O:34])=[O:33], predict the reaction product. The product is: [C:1]([O:5][C:6](=[O:27])[NH:7][CH:8]1[CH2:17][CH2:16][C:15]2[C:10](=[CH:11][C:12]([CH2:18][NH:19][S:32]([CH2:31][CH2:30][CH2:29][F:28])(=[O:34])=[O:33])=[CH:13][CH:14]=2)[CH:9]1[CH2:20][C:21]1[CH:22]=[CH:23][CH:24]=[CH:25][CH:26]=1)([CH3:4])([CH3:2])[CH3:3]. (5) Given the reactants Br[C:2]1[N:3]=[C:4]([NH:23][CH2:24][CH:25]([CH3:27])[CH3:26])[C:5]2[N:6]([C:8]([C:11]3[CH:22]=[CH:21][C:14]([C:15]([NH:17][CH:18]4[CH2:20][CH2:19]4)=[O:16])=[CH:13][CH:12]=3)=[CH:9][N:10]=2)[CH:7]=1.[CH3:28][NH:29][C:30](=[O:35])[CH2:31][CH2:32][C:33]#[CH:34].[F-].C([N+](CCCC)(CCCC)CCCC)CCC, predict the reaction product. The product is: [CH:18]1([NH:17][C:15](=[O:16])[C:14]2[CH:21]=[CH:22][C:11]([C:8]3[N:6]4[CH:7]=[C:2]([C:34]#[C:33][CH2:32][CH2:31][C:30]([NH:29][CH3:28])=[O:35])[N:3]=[C:4]([NH:23][CH2:24][CH:25]([CH3:27])[CH3:26])[C:5]4=[N:10][CH:9]=3)=[CH:12][CH:13]=2)[CH2:20][CH2:19]1. (6) Given the reactants C([O:8][C:9]1[CH:17]=[CH:16][C:15]2[NH:14][C:13]3[C:18](=[CH:21][C:22]([O:24][CH2:25][CH3:26])=[O:23])[CH2:19][CH2:20][C:12]=3[C:11]=2[CH:10]=1)C1C=CC=CC=1, predict the reaction product. The product is: [OH:8][C:9]1[CH:17]=[CH:16][C:15]2[NH:14][C:13]3[CH:18]([CH2:21][C:22]([O:24][CH2:25][CH3:26])=[O:23])[CH2:19][CH2:20][C:12]=3[C:11]=2[CH:10]=1. (7) Given the reactants [NH2:1][C:2]1[N:10]=[C:9]([O:11][CH2:12][CH2:13][CH2:14][CH3:15])[N:8]=[C:7]2[C:3]=1[N:4]=[C:5]([O:35][CH3:36])[N:6]2[CH2:16][CH2:17][CH2:18][CH:19]1[CH2:24][CH2:23][CH2:22][CH2:21]N1C(OCC1C=CC=CC=1)=O.FC(F)(F)C(O)=O.C(OC1N=C2C(N=C(OC)N2)=C(N)N=1)CCC.BrCCCCCC1CC[CH2:70][N:69]([C:73]([O:75][CH2:76][C:77]2[CH:82]=[CH:81][CH:80]=[CH:79][CH:78]=2)=[O:74])[CH2:68]1, predict the reaction product. The product is: [NH2:1][C:2]1[N:10]=[C:9]([O:11][CH2:12][CH2:13][CH2:14][CH3:15])[N:8]=[C:7]2[C:3]=1[N:4]=[C:5]([O:35][CH3:36])[N:6]2[CH2:16][CH2:17][CH2:18][CH2:19][CH2:24][CH:23]1[CH2:22][CH2:21][CH2:68][N:69]([C:73]([O:75][CH2:76][C:77]2[CH:82]=[CH:81][CH:80]=[CH:79][CH:78]=2)=[O:74])[CH2:70]1. (8) The product is: [C:33]([C:24]1[C:25]([S:27](=[O:28])(=[O:29])[N:30]([CH3:31])[CH3:32])=[CH:26][C:21]([C:10]2[N:9]([C:41]([Cl:43])=[O:42])[C:8]([C:5]3[CH:6]=[CH:7][C:2]([Cl:1])=[CH:3][CH:4]=3)([CH3:40])[C:12]([C:14]3[CH:15]=[CH:16][C:17]([Cl:20])=[CH:18][CH:19]=3)([CH3:13])[N:11]=2)=[C:22]([O:37][CH2:38][CH3:39])[CH:23]=1)([CH3:34])([CH3:36])[CH3:35]. Given the reactants [Cl:1][C:2]1[CH:7]=[CH:6][C:5]([C@@:8]2([CH3:40])[C@:12]([C:14]3[CH:19]=[CH:18][C:17]([Cl:20])=[CH:16][CH:15]=3)([CH3:13])[NH:11][C:10]([C:21]3[C:22]([O:37][CH2:38][CH3:39])=[CH:23][C:24]([C:33]([CH3:36])([CH3:35])[CH3:34])=[C:25]([S:27]([N:30]([CH3:32])[CH3:31])(=[O:29])=[O:28])[CH:26]=3)=[N:9]2)=[CH:4][CH:3]=1.[C:41](Cl)([Cl:43])=[O:42], predict the reaction product. (9) Given the reactants [NH2:1][C@H:2]1[C:6]2([CH2:8][CH2:7]2)[CH2:5][N:4]([C:9]2[C:18]([O:19][CH3:20])=[C:17]3[C:12]([C:13](=[O:28])[C:14]([C:25]([OH:27])=[O:26])=[CH:15][N:16]3[C@@H:21]3[CH2:23][C@@H:22]3[F:24])=[CH:11][C:10]=2[F:29])[CH2:3]1.[ClH:30], predict the reaction product. The product is: [OH2:19].[ClH:30].[NH2:1][C@H:2]1[C:6]2([CH2:7][CH2:8]2)[CH2:5][N:4]([C:9]2[C:18]([O:19][CH3:20])=[C:17]3[C:12]([C:13](=[O:28])[C:14]([C:25]([OH:27])=[O:26])=[CH:15][N:16]3[C@@H:21]3[CH2:23][C@@H:22]3[F:24])=[CH:11][C:10]=2[F:29])[CH2:3]1. (10) Given the reactants [CH2:1]([O:8][C:9]([N:11]1[CH2:15][CH:14]2[CH:16]([O:19]C(=O)C3C=CC=CC=3)[CH2:17][CH2:18][CH:13]2[CH2:12]1)=[O:10])[C:2]1[CH:7]=[CH:6][CH:5]=[CH:4][CH:3]=1.C[O-].[Na+], predict the reaction product. The product is: [CH2:1]([O:8][C:9]([N:11]1[CH2:15][CH:14]2[CH:16]([OH:19])[CH2:17][CH2:18][CH:13]2[CH2:12]1)=[O:10])[C:2]1[CH:7]=[CH:6][CH:5]=[CH:4][CH:3]=1.